This data is from Full USPTO retrosynthesis dataset with 1.9M reactions from patents (1976-2016). The task is: Predict the reactants needed to synthesize the given product. (1) Given the product [O:6]1[CH2:2][CH2:3][N:4]=[C:5]1[N:7]1[CH:13]([CH3:14])[CH2:12][C:11]2[CH:15]=[C:16]3[O:21][CH2:20][O:19][C:17]3=[CH:18][C:10]=2[C:9]([C:22]2[CH:27]=[CH:26][C:25]([N+:28]([O-:30])=[O:29])=[CH:24][CH:23]=2)=[N:8]1, predict the reactants needed to synthesize it. The reactants are: Cl[CH2:2][CH2:3][NH:4][C:5]([N:7]1[CH:13]([CH3:14])[CH2:12][C:11]2[CH:15]=[C:16]3[O:21][CH2:20][O:19][C:17]3=[CH:18][C:10]=2[C:9]([C:22]2[CH:27]=[CH:26][C:25]([N+:28]([O-:30])=[O:29])=[CH:24][CH:23]=2)=[N:8]1)=[O:6].C(=O)([O-])[O-].[K+].[K+].[I-].[Na+].CN(C)C=O. (2) Given the product [C:13]1([C:3]2[C:4]3[C:9](=[CH:8][CH:7]=[CH:6][CH:5]=3)[NH:1][C:2]=2[C:10]([OH:12])=[O:11])[CH2:17][CH2:16][CH2:15][CH:14]=1, predict the reactants needed to synthesize it. The reactants are: [NH:1]1[C:9]2[C:4](=[CH:5][CH:6]=[CH:7][CH:8]=2)[CH:3]=[C:2]1[C:10]([OH:12])=[O:11].[C:13]1(=O)[CH2:17][CH2:16][CH2:15][CH2:14]1.[OH-].[Na+]. (3) Given the product [Cl:31][C:28]1[S:27][C:26]([C:24]2[O:23][N:22]=[C:21]([CH2:20][N:19]3[C:9]4=[CH:10][N:11]=[C:12]([O:14][CH2:15][CH2:16][O:17][CH3:18])[CH:13]=[C:8]4[CH:7]=[C:6]3[C:4]([OH:5])=[O:3])[CH:25]=2)=[CH:30][CH:29]=1, predict the reactants needed to synthesize it. The reactants are: C([O:3][C:4]([C:6]1[N:19]([CH2:20][C:21]2[CH:25]=[C:24]([C:26]3[S:27][C:28]([Cl:31])=[CH:29][CH:30]=3)[O:23][N:22]=2)[C:9]2=[CH:10][N:11]=[C:12]([O:14][CH2:15][CH2:16][O:17][CH3:18])[CH:13]=[C:8]2[CH:7]=1)=[O:5])C.